Dataset: Forward reaction prediction with 1.9M reactions from USPTO patents (1976-2016). Task: Predict the product of the given reaction. (1) Given the reactants [CH3:1][C:2]1[O:6][N:5]=[C:4]([C:7]2[CH:12]=[CH:11][CH:10]=[CH:9][CH:8]=2)[C:3]=1[CH2:13][OH:14].[CH2:15]([O:17][C:18](=[O:27])[C:19]1[CH:24]=[CH:23][C:22](O)=[N:21][C:20]=1[CH3:26])[CH3:16], predict the reaction product. The product is: [CH2:15]([O:17][C:18](=[O:27])[C:19]1[CH:24]=[CH:23][C:22]([O:14][CH2:13][C:3]2[C:4]([C:7]3[CH:12]=[CH:11][CH:10]=[CH:9][CH:8]=3)=[N:5][O:6][C:2]=2[CH3:1])=[N:21][C:20]=1[CH3:26])[CH3:16]. (2) Given the reactants Br[CH:2]([CH2:8][O:9][CH3:10])[CH:3]([O:6][CH3:7])[O:4][CH3:5].[CH3:11][NH2:12], predict the reaction product. The product is: [CH3:5][O:4][CH:3]([O:6][CH3:7])[CH:2]([NH:12][CH3:11])[CH2:8][O:9][CH3:10].